From a dataset of Forward reaction prediction with 1.9M reactions from USPTO patents (1976-2016). Predict the product of the given reaction. Given the reactants [CH3:1][O:2][C:3]1[N:8]=[CH:7][C:6]([NH2:9])=[CH:5][CH:4]=1.[C:10]([O:14][C:15](O[C:15]([O:14][C:10]([CH3:13])([CH3:12])[CH3:11])=[O:16])=[O:16])([CH3:13])([CH3:12])[CH3:11], predict the reaction product. The product is: [CH3:1][O:2][C:3]1[N:8]=[CH:7][C:6]([NH:9][C:15](=[O:16])[O:14][C:10]([CH3:13])([CH3:12])[CH3:11])=[CH:5][CH:4]=1.